Task: Predict which catalyst facilitates the given reaction.. Dataset: Catalyst prediction with 721,799 reactions and 888 catalyst types from USPTO (1) Reactant: [CH2:1]([NH:3][CH2:4][C:5]1[CH:10]=[C:9]([C:11]([F:14])([F:13])[F:12])[CH:8]=[CH:7][C:6]=1[C:15]1[CH:20]=[C:19]([C:21]([F:24])([F:23])[F:22])[CH:18]=[C:17]([C@@H:25]([CH3:29])[C:26]([OH:28])=[O:27])[CH:16]=1)[CH3:2].[CH3:30]O. Product: [CH3:30][O:27][C:26](=[O:28])[C@@H:25]([C:17]1[CH:16]=[C:15]([C:6]2[CH:7]=[CH:8][C:9]([C:11]([F:14])([F:13])[F:12])=[CH:10][C:5]=2[CH2:4][NH:3][CH2:1][CH3:2])[CH:20]=[C:19]([C:21]([F:22])([F:23])[F:24])[CH:18]=1)[CH3:29]. The catalyst class is: 65. (2) The catalyst class is: 688. Reactant: Br[C:2]1[CH:3]=[N:4][CH:5]=[C:6]2[C:11]=1[N:10]=[C:9]([C:12]([NH2:14])=[O:13])[CH:8]=[CH:7]2.[F:15][C:16]1[CH:17]=[C:18](B(O)O)[CH:19]=[CH:20][C:21]=1[F:22].C(=O)([O-])[O-].[Cs+].[Cs+]. Product: [F:15][C:16]1[CH:17]=[C:18]([C:2]2[CH:3]=[N:4][CH:5]=[C:6]3[C:11]=2[N:10]=[C:9]([C:12]([NH2:14])=[O:13])[CH:8]=[CH:7]3)[CH:19]=[CH:20][C:21]=1[F:22].